The task is: Predict the reactants needed to synthesize the given product.. This data is from Full USPTO retrosynthesis dataset with 1.9M reactions from patents (1976-2016). Given the product [C:16]([O:15][C:13]([CH2:12][N:11]([CH2:10][C:9]([OH:28])=[O:8])[CH2:20][C:21]([O:23][C:24]([CH3:26])([CH3:25])[CH3:27])=[O:22])=[O:14])([CH3:19])([CH3:17])[CH3:18], predict the reactants needed to synthesize it. The reactants are: C([O:8][C:9](=[O:28])[CH2:10][N:11]([CH2:20][C:21]([O:23][C:24]([CH3:27])([CH3:26])[CH3:25])=[O:22])[CH2:12][C:13]([O:15][C:16]([CH3:19])([CH3:18])[CH3:17])=[O:14])C1C=CC=CC=1.